Dataset: Full USPTO retrosynthesis dataset with 1.9M reactions from patents (1976-2016). Task: Predict the reactants needed to synthesize the given product. (1) Given the product [C:1]([NH:22][C@H:23]([C:30]([OH:32])=[O:31])[CH2:24][O:25][P:26]([OH:29])([OH:28])=[O:27])(=[O:21])[CH2:2][CH2:3][CH2:4][CH2:5][CH2:6][CH2:7][CH2:8]/[CH:9]=[CH:10]\[CH2:11][CH:12]=[CH:13][CH2:14][CH:15]=[CH:16][CH2:17][CH3:18], predict the reactants needed to synthesize it. The reactants are: [C:1]([NH:22][C@H:23]([C:30]([OH:32])=[O:31])[CH2:24][O:25][P:26]([OH:29])([OH:28])=[O:27])(=[O:21])[CH2:2][CH2:3][CH2:4]/[CH:5]=[CH:6]\[CH2:7][CH:8]=[CH:9][CH2:10][CH:11]=[CH:12][CH2:13][CH:14]=[CH:15][CH2:16][CH2:17][CH2:18]CC.C(O)(=O)CCCCCCC/C=C\CC=CCC=CCC. (2) Given the product [NH:1]1[CH2:7][CH2:6][CH2:5][CH2:4][C:3]2[CH:9]=[CH:10][CH:11]=[CH:12][C:2]1=2, predict the reactants needed to synthesize it. The reactants are: [NH:1]1[CH2:7][CH2:6][CH2:5][C:4](=O)[C:3]2[CH:9]=[CH:10][CH:11]=[CH:12][C:2]1=2.O.NN.[OH-].[K+].Cl. (3) The reactants are: Cl[CH2:2][C:3]1[C:4]([S:9][CH:10]2[CH2:14][CH2:13][CH2:12][CH2:11]2)=[N:5][CH:6]=[CH:7][CH:8]=1.C([O:17][C:18](=[O:29])[CH2:19][CH2:20][CH2:21][C:22]1[CH:27]=[CH:26][C:25]([OH:28])=[CH:24][CH:23]=1)C. Given the product [CH:10]1([S:9][C:4]2[C:3]([CH2:2][O:28][C:25]3[CH:24]=[CH:23][C:22]([CH2:21][CH2:20][CH2:19][C:18]([OH:29])=[O:17])=[CH:27][CH:26]=3)=[CH:8][CH:7]=[CH:6][N:5]=2)[CH2:14][CH2:13][CH2:12][CH2:11]1, predict the reactants needed to synthesize it. (4) Given the product [CH3:1][C:2]1[CH:7]=[C:6]([NH:8][C:9]([C:11]2[CH:16]=[C:15]([B:19]3[O:23][C:22]([CH3:25])([CH3:24])[C:21]([CH3:27])([CH3:26])[O:20]3)[CH:14]=[C:13]([CH3:18])[N:12]=2)=[O:10])[CH:5]=[CH:4][N:3]=1, predict the reactants needed to synthesize it. The reactants are: [CH3:1][C:2]1[CH:7]=[C:6]([NH:8][C:9]([C:11]2[CH:16]=[C:15](Br)[CH:14]=[C:13]([CH3:18])[N:12]=2)=[O:10])[CH:5]=[CH:4][N:3]=1.[B:19]1([B:19]2[O:23][C:22]([CH3:25])([CH3:24])[C:21]([CH3:27])([CH3:26])[O:20]2)[O:23][C:22]([CH3:25])([CH3:24])[C:21]([CH3:27])([CH3:26])[O:20]1.